Dataset: Forward reaction prediction with 1.9M reactions from USPTO patents (1976-2016). Task: Predict the product of the given reaction. Given the reactants C([O:3][C:4](=[O:25])[CH2:5][NH:6][C:7]([C:9]1[N:10]=[C:11]([NH:14][C:15]([NH:17][CH2:18][C:19]2[CH:24]=[CH:23][CH:22]=[CH:21][CH:20]=2)=[O:16])[S:12][CH:13]=1)=[O:8])C.CO.[OH-].[Na+].Cl, predict the reaction product. The product is: [CH2:18]([NH:17][C:15](=[O:16])[NH:14][C:11]1[S:12][CH:13]=[C:9]([C:7]([NH:6][CH2:5][C:4]([OH:25])=[O:3])=[O:8])[N:10]=1)[C:19]1[CH:24]=[CH:23][CH:22]=[CH:21][CH:20]=1.